From a dataset of Full USPTO retrosynthesis dataset with 1.9M reactions from patents (1976-2016). Predict the reactants needed to synthesize the given product. (1) The reactants are: [Cl:1][C:2]1[CH:3]=[C:4]([CH:7]=[CH:8][C:9]=1[Cl:10])[CH2:5]Cl.[OH:11][C:12]1[CH:17]=[CH:16][C:15]([N:18]([C:35](=[O:44])/[CH:36]=[CH:37]/[C:38]2[CH:43]=[CH:42][CH:41]=[CH:40][CH:39]=2)[CH2:19][C:20]([N:22]2[CH2:26][CH2:25][C@H:24]([NH:27][C:28](=[O:34])[O:29][C:30]([CH3:33])([CH3:32])[CH3:31])[CH2:23]2)=[O:21])=[CH:14][CH:13]=1.C(=O)([O-])[O-].[Cs+].[Cs+]. Given the product [Cl:1][C:2]1[CH:3]=[C:4]([CH:7]=[CH:8][C:9]=1[Cl:10])[CH2:5][O:11][C:12]1[CH:17]=[CH:16][C:15]([N:18]([C:35](=[O:44])/[CH:36]=[CH:37]/[C:38]2[CH:43]=[CH:42][CH:41]=[CH:40][CH:39]=2)[CH2:19][C:20]([N:22]2[CH2:26][CH2:25][C@H:24]([NH:27][C:28](=[O:34])[O:29][C:30]([CH3:33])([CH3:32])[CH3:31])[CH2:23]2)=[O:21])=[CH:14][CH:13]=1, predict the reactants needed to synthesize it. (2) Given the product [CH3:1][C:2]([CH3:21])([CH3:20])[CH2:3][CH2:4][C:5]1[CH:15]=[C:14]([C:16]([F:17])([F:18])[F:19])[CH:13]=[CH:12][C:6]=1[CH2:7][NH:8][C:9]([NH:11][C:29]1[CH:30]=[CH:31][CH:32]=[C:33]2[C:28]=1[CH:27]=[N:74][N:75]2[CH3:68])=[O:10], predict the reactants needed to synthesize it. The reactants are: [CH3:1][C:2]([CH3:21])([CH3:20])[CH2:3][CH2:4][C:5]1[CH:15]=[C:14]([C:16]([F:19])([F:18])[F:17])[CH:13]=[CH:12][C:6]=1[CH2:7][NH:8][C:9]([NH2:11])=[O:10].C(Cl)(Cl)Cl.C[C:27]1(C)C2C(=C(P(C3C=CC=CC=3)C3C=CC=CC=3)C=CC=2)O[C:29]2[C:30](P(C3C=CC=CC=3)C3C=CC=CC=3)=[CH:31][CH:32]=[CH:33][C:28]1=2.[C:68]([O-])([O-])=O.[Cs+].[Cs+].[N:74]#[N:75]. (3) The reactants are: Br[C:2]1NC=CN=1.C1(S([N:16]2[C:24]3[C:19](=[CH:20][CH:21]=[CH:22][CH:23]=3)[C:18](B(O)O)=N2)(=O)=O)C=CC=CC=1.P([O-])([O-])(O)=O.[Na+].[Na+]. Given the product [NH:16]1[C:24]2[C:19](=[CH:20][CH:21]=[CH:22][CH:23]=2)[CH:18]=[CH:2]1, predict the reactants needed to synthesize it. (4) Given the product [CH2:1]([O:5][C:6]1[CH:13]=[C:12]([O:14][CH2:15][CH2:16][CH2:17][CH3:18])[CH:11]=[C:10]2[C:7]=1[CH:8]=[C:24]([C:23]([OH:28])=[O:22])[C:25](=[O:26])[O:19]2)[CH2:2][CH2:3][CH3:4], predict the reactants needed to synthesize it. The reactants are: [CH2:1]([O:5][C:6]1[CH:13]=[C:12]([O:14][CH2:15][CH2:16][CH2:17][CH3:18])[CH:11]=[C:10]([OH:19])[C:7]=1[CH:8]=O)[CH2:2][CH2:3][CH3:4].CC1(C)[O:26][C:25](=O)[CH2:24][C:23](=[O:28])[O:22]1. (5) Given the product [ClH:35].[ClH:35].[CH3:1][N:2]1[CH2:7][CH2:6][N:5]([C:8]2[CH:20]=[CH:19][C:11]([C:12]([OH:14])=[O:13])=[C:10]([N:21]([CH:28]3[CH2:29][CH2:30][N:31]([CH3:34])[CH2:32][CH2:33]3)[C:22](=[O:27])[C:23]([F:25])([F:24])[F:26])[CH:9]=2)[CH2:4][CH2:3]1, predict the reactants needed to synthesize it. The reactants are: [CH3:1][N:2]1[CH2:7][CH2:6][N:5]([C:8]2[CH:20]=[CH:19][C:11]([C:12]([O:14]C(C)(C)C)=[O:13])=[C:10]([N:21]([CH:28]3[CH2:33][CH2:32][N:31]([CH3:34])[CH2:30][CH2:29]3)[C:22](=[O:27])[C:23]([F:26])([F:25])[F:24])[CH:9]=2)[CH2:4][CH2:3]1.[ClH:35].O1CCOCC1. (6) Given the product [C:25]([C:29]1[CH:34]=[CH:33][C:32]([NH:35][C:36]([N:15]2[CH2:16][CH2:17][C:11]3([O:10][N:9]=[C:8]([C:3]4[C:2]([Cl:1])=[CH:7][CH:6]=[CH:5][N:4]=4)[CH2:12]3)[CH2:13][CH2:14]2)=[O:37])=[CH:31][CH:30]=1)([CH3:28])([CH3:26])[CH3:27], predict the reactants needed to synthesize it. The reactants are: [Cl:1][C:2]1[C:3]([C:8]2[CH2:12][C:11]3([CH2:17][CH2:16][NH:15][CH2:14][CH2:13]3)[O:10][N:9]=2)=[N:4][CH:5]=[CH:6][CH:7]=1.C(N(CC)CC)C.[C:25]([C:29]1[CH:34]=[CH:33][C:32]([N:35]=[C:36]=[O:37])=[CH:31][CH:30]=1)([CH3:28])([CH3:27])[CH3:26]. (7) Given the product [C:24]1([C:21]2[CH:20]=[CH:19][C:18]([CH2:17][C:10]3[C:9]4[C:14](=[CH:15][CH:16]=[C:7]([C:4]([OH:5])=[O:32])[CH:8]=4)[N:13]=[CH:12][CH:11]=3)=[CH:23][CH:22]=2)[CH:25]=[CH:26][CH:27]=[CH:28][CH:29]=1, predict the reactants needed to synthesize it. The reactants are: CC1(C)C[O:5][C:4]([C:7]2[CH:8]=[C:9]3[C:14](=[CH:15][CH:16]=2)[N:13]=[CH:12][CH:11]=[C:10]3[CH2:17][C:18]2[CH:23]=[CH:22][C:21]([C:24]3[CH:29]=[CH:28][CH:27]=[CH:26][CH:25]=3)=[CH:20][CH:19]=2)=N1.Cl.[OH-:32].[Na+]. (8) Given the product [CH2:40]([C:4]1[N:22]([C:23]2[N:28]=[CH:27][C:26]([F:39])=[CH:25][N:24]=2)[N:21]=[N:20][C:3]=1[C@H:2]([NH:5][C:6](=[O:19])[C:7]1[CH:12]=[CH:11][CH:10]=[C:9]([C:14]([F:17])([F:16])[F:15])[C:8]=1[Cl:18])[CH3:1])[CH:41]=[CH2:42], predict the reactants needed to synthesize it. The reactants are: [CH3:1][C@@H:2]([NH:5][C:6](=[O:19])[C:7]1[CH:12]=[C:11](F)[CH:10]=[C:9]([C:14]([F:17])([F:16])[F:15])[C:8]=1[Cl:18])[C:3]#[CH:4].[N:20]1[N:24]2[CH:25]=[CH:26][CH:27]=[N:28][C:23]2=[N:22][N:21]=1.ClC1C=C([F:39])C=CC=1C(Cl)=O.[CH2:40](Br)[CH:41]=[CH2:42].C([O-])([O-])=O.[Cs+].[Cs+]. (9) Given the product [CH:24]1([N:7]([C@H:1]2[CH2:2][CH2:3][C@H:4]([O:43][CH2:40][CH2:39][CH3:38])[CH2:5][CH2:6]2)[C:8](=[O:23])[NH:9][C:10]2[S:11][C:12]([S:15]([N:18]3[CH2:51][CH2:47][CH2:48][C@@H:19]3[C:20]([OH:22])=[O:21])(=[O:16])=[O:17])=[CH:13][N:14]=2)[CH2:29][CH2:28][CH2:27][CH2:26][CH2:25]1, predict the reactants needed to synthesize it. The reactants are: [CH:1]1([N:7]([CH:24]2[CH2:29][CH2:28][CH2:27][CH2:26][CH2:25]2)[C:8](=[O:23])[NH:9][C:10]2[S:11][C:12]([S:15]([NH:18][CH2:19][C:20]([OH:22])=[O:21])(=[O:17])=[O:16])=[CH:13][N:14]=2)[CH2:6][CH2:5][CH2:4][CH2:3][CH2:2]1.C1(N[C@H]2CC[C@H:40]([O:43]CCC)[CH2:39][CH2:38]2)CCCCC1.[CH:47]1(N([C@H]2CC[C@H](OC)CC2)C(=O)NC2SC(SCC(O)=O)=CN=2)[CH2:51]CC[CH2:48]1.O[C@H]1CC[C@H](C2C=CC=C3C=2C(=O)NC3=O)CC1.BrCCC.C1(=O)CCCCC1.COC([C@H]1CCCN1S(C1SC(N)=NC=1)(=O)=O)=O. (10) Given the product [NH2:32][CH2:31][CH:24]1[C:23]2[C:28](=[CH:29][C:20]([O:19][CH2:18][CH2:17][CH2:16][CH2:15][N:12]3[CH2:11][CH2:10][N:9]([C:3]4[CH:4]=[CH:5][CH:6]=[C:7]([Cl:8])[C:2]=4[Cl:1])[CH2:14][CH2:13]3)=[CH:21][CH:22]=2)[NH:27][C:26](=[O:30])[CH2:25]1, predict the reactants needed to synthesize it. The reactants are: [Cl:1][C:2]1[C:7]([Cl:8])=[CH:6][CH:5]=[CH:4][C:3]=1[N:9]1[CH2:14][CH2:13][N:12]([CH2:15][CH2:16][CH2:17][CH2:18][O:19][C:20]2[CH:29]=[C:28]3[C:23]([CH:24]([CH2:31][NH:32]C(=O)OC(C)(C)C)[CH2:25][C:26](=[O:30])[NH:27]3)=[CH:22][CH:21]=2)[CH2:11][CH2:10]1.C(O)(C(F)(F)F)=O.